This data is from Reaction yield outcomes from USPTO patents with 853,638 reactions. The task is: Predict the reaction yield, written as a fraction of the theoretical maximum amount of product (1.0 means a 100% yield; for example, 0.34 means a 34% yield). (1) The reactants are [NH2:1][C:2]1[CH:10]=[C:9]([Br:11])[C:8]([F:12])=[CH:7][C:3]=1[C:4](O)=[O:5].[NH2:13][C:14](N)=[O:15]. The catalyst is O. The product is [Br:11][C:9]1[CH:10]=[C:2]2[C:3]([C:4](=[O:5])[NH:13][C:14](=[O:15])[NH:1]2)=[CH:7][C:8]=1[F:12]. The yield is 0.510. (2) The reactants are [CH3:1][O:2][CH2:3][CH2:4][NH:5][C:6]1[CH:11]=[CH:10][C:9]([N+:12]([O-:14])=[O:13])=[CH:8][CH:7]=1.[CH:15]1(Br)[CH2:17][CH2:16]1.C(=O)([O-])[O-].[K+].[K+]. The catalyst is C(O)(C)(C)C.C1C=CC(/C=C/C(/C=C/C2C=CC=CC=2)=O)=CC=1.C1C=CC(/C=C/C(/C=C/C2C=CC=CC=2)=O)=CC=1.C1C=CC(/C=C/C(/C=C/C2C=CC=CC=2)=O)=CC=1.[Pd].[Pd].CC(C1C=C(C(C)C)C(C2C=CC=CC=2P(C2CCCCC2)C2CCCCC2)=C(C(C)C)C=1)C. The product is [CH:15]1([N:5]([CH2:4][CH2:3][O:2][CH3:1])[C:6]2[CH:11]=[CH:10][C:9]([N+:12]([O-:14])=[O:13])=[CH:8][CH:7]=2)[CH2:17][CH2:16]1. The yield is 0.581. (3) The reactants are [Cl-].O[NH3+:3].[C:4](=[O:7])([O-])[OH:5].[Na+].CS(C)=O.[CH2:13]([C:15]1[N:16]([C:40]2[CH:41]=[N:42][C:43]([O:46][CH:47]([CH3:49])[CH3:48])=[CH:44][CH:45]=2)[C:17](=[O:39])[C:18]([CH2:24][C:25]2[CH:30]=[CH:29][C:28]([C:31]3[C:32]([C:37]#[N:38])=[CH:33][CH:34]=[CH:35][CH:36]=3)=[CH:27][CH:26]=2)=[C:19]([CH2:21][CH2:22][CH3:23])[N:20]=1)[CH3:14]. The catalyst is O. The product is [CH2:13]([C:15]1[N:16]([C:40]2[CH:41]=[N:42][C:43]([O:46][CH:47]([CH3:49])[CH3:48])=[CH:44][CH:45]=2)[C:17](=[O:39])[C:18]([CH2:24][C:25]2[CH:26]=[CH:27][C:28]([C:31]3[CH:36]=[CH:35][CH:34]=[CH:33][C:32]=3[C:37]3[NH:3][C:4](=[O:7])[O:5][N:38]=3)=[CH:29][CH:30]=2)=[C:19]([CH2:21][CH2:22][CH3:23])[N:20]=1)[CH3:14]. The yield is 0.680. (4) The reactants are C1(P(C2CCCCC2)C2C=CC=CC=2C2C(OC(C)C)=CC=CC=2OC(C)C)CCCCC1.[Cl:34][C:35]1[CH:40]=[CH:39][C:38]([CH:41]2[CH2:47][CH2:46][NH:45][C:44](=[O:48])[C:43]3[S:49][C:50](I)=[CH:51][C:42]2=3)=[CH:37][CH:36]=1.[NH:53]1[CH2:58][CH2:57][O:56][C@H:55]([CH2:59][OH:60])[CH2:54]1.C[Si]([N-][Si](C)(C)C)(C)C.[Li+]. The catalyst is O1CCCC1. The product is [Cl:34][C:35]1[CH:40]=[CH:39][C:38]([CH:41]2[CH2:47][CH2:46][NH:45][C:44](=[O:48])[C:43]3[S:49][C:50]([N:53]4[CH2:58][CH2:57][O:56][CH:55]([CH2:59][OH:60])[CH2:54]4)=[CH:51][C:42]2=3)=[CH:37][CH:36]=1. The yield is 0.160. (5) The reactants are [N:1]1[CH:6]=[CH:5][CH:4]=[CH:3][C:2]=1[C:7]1[C:11]([CH2:12][O:13][C:14]2[CH:21]=[CH:20][C:17]([C:18]#[N:19])=[CH:16][N:15]=2)=[C:10](/[CH:22]=C/C2C=CC=CC=2)[O:9][N:8]=1.I([O-])(=O)(=O)=[O:31].[Na+].C(OCC)(=O)C.O. The catalyst is C(O)(C)(C)C.[Cl-].C([N+](CC)(CC)CC)C1C=CC=CC=1.O1CCOCC1.O.[Os](=O)(=O)(=O)=O. The product is [CH:22]([C:10]1[O:9][N:8]=[C:7]([C:2]2[CH:3]=[CH:4][CH:5]=[CH:6][N:1]=2)[C:11]=1[CH2:12][O:13][C:14]1[CH:21]=[CH:20][C:17]([C:18]#[N:19])=[CH:16][N:15]=1)=[O:31]. The yield is 0.510. (6) The reactants are [CH2:1]([N:5]1[C:14]([CH2:15][NH:16]C(=O)OC(C)(C)C)=[C:13]([C:24]2[CH:29]=[CH:28][CH:27]=[CH:26][CH:25]=2)[C:12]2[C:7](=[CH:8][CH:9]=[C:10]([C:30]3[NH:34][C:33](=[O:35])[O:32][N:31]=3)[CH:11]=2)[C:6]1=[O:36])[CH:2]([CH3:4])[CH3:3].[ClH:37]. The catalyst is C(O)C.C(OCC)(=O)C. The product is [ClH:37].[NH2:16][CH2:15][C:14]1[N:5]([CH2:1][CH:2]([CH3:4])[CH3:3])[C:6](=[O:36])[C:7]2[C:12]([C:13]=1[C:24]1[CH:25]=[CH:26][CH:27]=[CH:28][CH:29]=1)=[CH:11][C:10]([C:30]1[NH:34][C:33](=[O:35])[O:32][N:31]=1)=[CH:9][CH:8]=2. The yield is 0.800.